From a dataset of Forward reaction prediction with 1.9M reactions from USPTO patents (1976-2016). Predict the product of the given reaction. (1) Given the reactants [CH3:1][C:2]1[CH:11]=[CH:10][C:5]([C:6]([O:8][CH3:9])=[O:7])=[CH:4][C:3]=1[C:12]1[NH:16][C:15]([CH:17]2[CH2:22][CH2:21][O:20][CH2:19][CH2:18]2)=[N:14][CH:13]=1.C(Cl)(Cl)[Cl:24], predict the reaction product. The product is: [Cl:24][C:13]1[N:14]=[C:15]([CH:17]2[CH2:22][CH2:21][O:20][CH2:19][CH2:18]2)[NH:16][C:12]=1[C:3]1[CH:4]=[C:5]([CH:10]=[CH:11][C:2]=1[CH3:1])[C:6]([O:8][CH3:9])=[O:7]. (2) Given the reactants [N:1]1[C:10]2[C:9]3[CH:11]=[CH:12][CH:13]=[CH:14][C:8]=3[O:7][CH2:6][CH2:5][C:4]=2[S:3][C:2]=1[C:15]([OH:17])=[O:16].[C:18](Cl)(=O)[C:19](Cl)=O.[Cl:24][C:25]1[CH:26]=[C:27]([CH:32]=[CH:33][C:34]=1[NH:35][CH3:36])[C:28]([NH:30][CH3:31])=[O:29].C(=O)(O)[O-].[Na+], predict the reaction product. The product is: [CH2:18]([O:16][C:15]([C:2]1[S:3][C:4]2[CH2:5][CH2:6][O:7][C:8]3[CH:14]=[CH:13][CH:12]=[CH:11][C:9]=3[C:10]=2[N:1]=1)=[O:17])[CH3:19].[Cl:24][C:25]1[CH:26]=[C:27]([C:28](=[O:29])[NH:30][CH3:31])[CH:32]=[CH:33][C:34]=1[N:35]([CH3:36])[C:15]([C:2]1[S:3][C:4]2[CH2:5][CH2:6][O:7][C:8]3[CH:14]=[CH:13][CH:12]=[CH:11][C:9]=3[C:10]=2[N:1]=1)=[O:17]. (3) Given the reactants [N+:1]([C:4]1[CH:9]=[CH:8][C:7]([CH2:10][N:11]2[CH2:16][CH2:15][O:14][CH2:13][CH2:12]2)=[CH:6][CH:5]=1)([O-])=O.C(O)(=O)C, predict the reaction product. The product is: [O:14]1[CH2:13][CH2:12][N:11]([CH2:10][C:7]2[CH:8]=[CH:9][C:4]([NH2:1])=[CH:5][CH:6]=2)[CH2:16][CH2:15]1. (4) Given the reactants [CH2:1]([O:3][C:4](=[O:18])[CH2:5][CH:6]1[O:10][B:9]([OH:11])[C:8]2[CH:12]=[C:13]([OH:17])[CH:14]=[C:15]([CH3:16])[C:7]1=2)[CH3:2].[Br:19][C:20]1[S:21][C:22]([N+:25]([O-:27])=[O:26])=[N:23][N:24]=1.C([O-])([O-])=O.[K+].[K+].[Br-], predict the reaction product. The product is: [CH2:1]([O:3][C:4](=[O:18])[CH2:5][CH:6]1[O:10][B:9]([OH:11])[C:8]2[CH:12]=[C:13]([O:17][C:22]3[S:21][C:20]([Br:19])=[N:24][N:23]=3)[CH:14]=[C:15]([CH3:16])[C:7]1=2)[CH3:2].[CH2:1]([O:3][C:4](=[O:18])[CH2:5][CH:6]1[O:10][B:9]([OH:11])[C:8]2[CH:12]=[C:13]([O:17][C:20]3[S:21][C:22]([N+:25]([O-:27])=[O:26])=[N:23][N:24]=3)[CH:14]=[C:15]([CH3:16])[C:7]1=2)[CH3:2].